From a dataset of Reaction yield outcomes from USPTO patents with 853,638 reactions. Predict the reaction yield, written as a fraction of the theoretical maximum amount of product (1.0 means a 100% yield; for example, 0.34 means a 34% yield). (1) The reactants are [CH2:1]([S:3][C:4]1[N:12]=[C:11]2[C:7]([N:8]=[CH:9][N:10]2[C@@H:13]2[O:25][C@H:24]([CH2:26][O:27]C(=O)C)[C@@H:19]([O:20]C(=O)C)[C@H:14]2[O:15]C(=O)C)=[C:6](Cl)[N:5]=1)[CH3:2].[C:32]1([CH:38]([NH2:40])[CH3:39])[CH:37]=[CH:36][CH:35]=[CH:34][CH:33]=1. No catalyst specified. The product is [CH2:1]([S:3][C:4]1[N:12]=[C:11]2[C:7]([N:8]=[CH:9][N:10]2[C@@H:13]2[O:25][C@H:24]([CH2:26][OH:27])[C@@H:19]([OH:20])[C@H:14]2[OH:15])=[C:6]([NH:40][CH:38]([C:32]2[CH:37]=[CH:36][CH:35]=[CH:34][CH:33]=2)[CH3:39])[N:5]=1)[CH3:2]. The yield is 0.720. (2) The product is [Cl:1][C:2]1[N:11]=[C:10]([C:20]([O:22][CH2:23][CH3:24])=[CH2:21])[C:9]2[C:4](=[CH:5][CH:6]=[C:7]([O:13][CH3:14])[CH:8]=2)[N:3]=1. No catalyst specified. The reactants are [Cl:1][C:2]1[N:11]=[C:10](Cl)[C:9]2[C:4](=[CH:5][CH:6]=[C:7]([O:13][CH3:14])[CH:8]=2)[N:3]=1.C([Sn](CCCC)(CCCC)[C:20]([O:22][CH2:23][CH3:24])=[CH2:21])CCC. The yield is 0.480. (3) The reactants are [NH:1]1[CH2:5][CH2:4][CH2:3][CH2:2]1.[CH:6]1[CH:11]=[CH:10][C:9]([CH2:12][O:13][C:14](Cl)=[O:15])=[CH:8][CH:7]=1. The catalyst is C(Cl)Cl. The product is [CH2:12]([O:13][C:14]([N:1]1[CH2:5][CH:4]=[CH:3][CH2:2]1)=[O:15])[C:9]1[CH:10]=[CH:11][CH:6]=[CH:7][CH:8]=1. The yield is 0.990. (4) The reactants are Cl.[Br:2][C:3]1[C:11]([Cl:12])=[CH:10][C:6]([C:7]([OH:9])=[O:8])=[C:5]([NH:13]N)[CH:4]=1.O=[C:16]1[CH2:21][CH2:20][CH2:19][CH:18]([C:22]([O:24][CH2:25][CH3:26])=[O:23])[CH2:17]1.C(O)(=O)C. The catalyst is C1(C)C=CC=CC=1. The product is [Br:2][C:3]1[C:11]([Cl:12])=[CH:10][C:6]([C:7]([OH:9])=[O:8])=[C:5]2[C:4]=1[C:21]1[CH2:20][CH2:19][CH:18]([C:22]([O:24][CH2:25][CH3:26])=[O:23])[CH2:17][C:16]=1[NH:13]2. The yield is 0.730. (5) The reactants are [C:1]([O:5][C:6]([N:8]1[CH2:13][CH2:12][C@@H:11]([CH3:14])[C@@H:10]([C:15](=O)[NH:16][CH2:17][C:18]2[N:19]=[C:20]3[CH:26]=[CH:25][N:24]([S:27]([C:30]4[CH:36]=[CH:35][C:33]([CH3:34])=[CH:32][CH:31]=4)(=[O:29])=[O:28])[C:21]3=[N:22][CH:23]=2)[CH2:9]1)=[O:7])([CH3:4])([CH3:3])[CH3:2].COC1C=CC(P2(SP(C3C=CC(OC)=CC=3)(=S)S2)=S)=CC=1. The catalyst is O1CCOCC1.FC(F)(F)C([O-])=O.[Hg+2].FC(F)(F)C([O-])=O. The product is [CH3:14][C@@H:11]1[CH2:12][CH2:13][N:8]([C:6]([O:5][C:1]([CH3:3])([CH3:4])[CH3:2])=[O:7])[CH2:9][C@@H:10]1[C:15]1[N:19]2[C:20]3[CH:26]=[CH:25][N:24]([S:27]([C:30]4[CH:31]=[CH:32][C:33]([CH3:34])=[CH:35][CH:36]=4)(=[O:28])=[O:29])[C:21]=3[N:22]=[CH:23][C:18]2=[CH:17][N:16]=1. The yield is 0.790. (6) The reactants are [F:1][C:2]1[C:10]([N:11]2C(=O)C3=CC=CC=C3C2=O)=[CH:9][CH:8]=[C:7]2[C:3]=1[CH:4]=[C:5]([CH3:22])[NH:6]2.O.NN.C(NN)(=O)C1C(=CC=CC=1)C(NN)=O. The catalyst is CO. The product is [NH2:11][C:10]1[C:2]([F:1])=[C:3]2[C:7](=[CH:8][CH:9]=1)[NH:6][C:5]([CH3:22])=[CH:4]2. The yield is 0.760. (7) The reactants are [N:1]1([C:6]2[CH:13]=[CH:12][C:11]([C:14]([F:17])([F:16])[F:15])=[CH:10][C:7]=2[C:8]#[N:9])[CH:5]=[N:4][N:3]=[N:2]1. The catalyst is N.[Ni].O. The product is [N:1]1([C:6]2[CH:13]=[CH:12][C:11]([C:14]([F:16])([F:17])[F:15])=[CH:10][C:7]=2[CH2:8][NH2:9])[CH:5]=[N:4][N:3]=[N:2]1. The yield is 0.700. (8) The reactants are [CH:1]1[CH:6]=[C:5]2[C:7]([N:9]([CH2:19][C:20]3[CH:25]=[CH:24][C:23]([C:26]#[N:27])=[CH:22][CH:21]=3)[C:10]([OH:18])([C:11]3[CH:16]=[CH:15][C:14]([Cl:17])=[CH:13][CH:12]=3)[C:4]2=[CH:3][CH:2]=1)=[O:8].[CH2:28](O)[CH2:29][CH2:30][CH2:31][OH:32]. No catalyst specified. The product is [Cl:17][C:14]1[CH:13]=[CH:12][C:11]([C:10]2([O:18][CH2:28][CH2:29][CH2:30][CH2:31][OH:32])[C:4]3[C:5](=[CH:6][CH:1]=[CH:2][CH:3]=3)[C:7](=[O:8])[N:9]2[CH2:19][C:20]2[CH:21]=[CH:22][C:23]([C:26]#[N:27])=[CH:24][CH:25]=2)=[CH:16][CH:15]=1. The yield is 0.670. (9) The reactants are [OH:1][C:2]1[CH:7]=[CH:6][NH:5][C:4](=[O:8])[CH:3]=1.CS(O[CH:14]1[CH2:19][CH2:18][N:17]([C:20]([O:22][C:23]([CH3:26])([CH3:25])[CH3:24])=[O:21])[CH2:16][CH2:15]1)(=O)=O.CS(C)=O.C(=O)([O-])[O-].[K+].[K+]. The catalyst is CCCCCC.CCOC(C)=O.O. The product is [O:8]=[C:4]1[CH:3]=[C:2]([O:1][CH:14]2[CH2:19][CH2:18][N:17]([C:20]([O:22][C:23]([CH3:26])([CH3:25])[CH3:24])=[O:21])[CH2:16][CH2:15]2)[CH:7]=[CH:6][NH:5]1. The yield is 0.170. (10) The reactants are [Br:1][C:2]1[CH:7]=[CH:6][C:5]([CH3:8])=[C:4]([Cl:9])[CH:3]=1.[Br:10]N1C(=O)CCC1=O.C(OOC(=O)C1C=CC=CC=1)(=O)C1C=CC=CC=1. The catalyst is C(Cl)(Cl)(Cl)Cl. The product is [Br:1][C:2]1[CH:7]=[CH:6][C:5]([CH2:8][Br:10])=[C:4]([Cl:9])[CH:3]=1. The yield is 0.600.